From a dataset of Forward reaction prediction with 1.9M reactions from USPTO patents (1976-2016). Predict the product of the given reaction. Given the reactants [CH3:1][O:2][C:3]1[CH:8]=[C:7]([O:9][CH3:10])[CH:6]=[CH:5][C:4]=1[CH2:11][N:12]1[C:16](=[O:17])[C:15]([CH3:18])=[C:14](Br)[C:13]1=[O:20].[F:21][C:22]([F:33])([F:32])[C:23]1[CH:28]=[CH:27][C:26](B(O)O)=[CH:25][CH:24]=1.[F-].[Cs+], predict the reaction product. The product is: [CH3:1][O:2][C:3]1[CH:8]=[C:7]([O:9][CH3:10])[CH:6]=[CH:5][C:4]=1[CH2:11][N:12]1[C:13](=[O:20])[C:14]([C:26]2[CH:27]=[CH:28][C:23]([C:22]([F:33])([F:32])[F:21])=[CH:24][CH:25]=2)=[C:15]([CH3:18])[C:16]1=[O:17].